From a dataset of Catalyst prediction with 721,799 reactions and 888 catalyst types from USPTO. Predict which catalyst facilitates the given reaction. Reactant: [C:1]([NH:4][C:5]1[S:6][CH:7]=[C:8]([C:10]([OH:12])=[O:11])[N:9]=1)(=[O:3])[CH3:2].C(N1C=CN=C1)(N1C=CN=C1)=O.[NH:25]([C:39]([O:41][C:42]([CH3:45])([CH3:44])[CH3:43])=[O:40])[NH:26][C:27]([O:29][CH2:30][CH2:31][C:32]1[CH:37]=[CH:36][C:35](O)=[CH:34][CH:33]=1)=[O:28].O. Product: [NH:26]([C:27]([O:29][CH2:30][CH2:31][C:32]1[CH:33]=[CH:34][C:35]([O:11][C:10]([C:8]2[N:9]=[C:5]([NH:4][C:1](=[O:3])[CH3:2])[S:6][CH:7]=2)=[O:12])=[CH:36][CH:37]=1)=[O:28])[NH:25][C:39]([O:41][C:42]([CH3:45])([CH3:44])[CH3:43])=[O:40]. The catalyst class is: 42.